From a dataset of Reaction yield outcomes from USPTO patents with 853,638 reactions. Predict the reaction yield, written as a fraction of the theoretical maximum amount of product (1.0 means a 100% yield; for example, 0.34 means a 34% yield). (1) The catalyst is C(O)C. The product is [NH2:10][C:7]1[CH:8]=[CH:9][C:4]([C:1](=[O:3])[CH3:2])=[C:5]([OH:17])[C:6]=1[CH2:14][CH2:15][CH3:16]. The reactants are [C:1]([C:4]1[CH:9]=[CH:8][C:7]([NH:10]C(=O)C)=[C:6]([CH2:14][CH2:15][CH3:16])[C:5]=1[OH:17])(=[O:3])[CH3:2].Cl. The yield is 0.990. (2) The reactants are C[O:2][C:3](=[O:26])[CH2:4][CH2:5][CH2:6][C:7]#[C:8][CH2:9][N:10]1[CH:15](/[CH:16]=[CH:17]/[C:18](=[O:24])[CH2:19][CH2:20][CH2:21][CH2:22][CH3:23])[CH2:14][CH2:13][CH2:12][C:11]1=[O:25]. The catalyst is C(#N)C.P([O-])([O-])([O-])=O. The product is [O:25]=[C:11]1[CH2:12][CH2:13][CH2:14][CH:15](/[CH:16]=[CH:17]/[C:18](=[O:24])[CH2:19][CH2:20][CH2:21][CH2:22][CH3:23])[N:10]1[CH2:9][C:8]#[C:7][CH2:6][CH2:5][CH2:4][C:3]([OH:26])=[O:2]. The yield is 0.970. (3) The reactants are [H-].[Na+].Br[C:4]1[CH:5]=[C:6]([C:15]2[CH:20]=[CH:19][C:18]([C:21]([F:24])([F:23])[F:22])=[CH:17][CH:16]=2)[CH:7]=[C:8]2[C:13]=1[NH:12][C:11](=[O:14])[CH2:10][CH2:9]2.C([Li])CCC.[C:30](=[O:32])=[O:31]. The catalyst is O1CCCC1.O. The product is [O:14]=[C:11]1[CH2:10][CH2:9][C:8]2[C:13](=[C:4]([C:30]([OH:32])=[O:31])[CH:5]=[C:6]([C:15]3[CH:20]=[CH:19][C:18]([C:21]([F:24])([F:23])[F:22])=[CH:17][CH:16]=3)[CH:7]=2)[NH:12]1. The yield is 0.210. (4) The reactants are [NH2:1][C:2]1[CH:7]=[CH:6][CH:5]=[CH:4][CH:3]=1.S(S([O-])=O)([O-])=O.[Na+].[Na+].C(=O)([O-])O.[Na+].[F:21][C:22]([F:31])([F:30])[C:23](I)([F:28])[C:24]([F:27])([F:26])[F:25]. The catalyst is S([O-])(O)(=O)=O.C([N+](CCCC)(CCCC)CCCC)CCC.O.COC(C)(C)C. The product is [F:21][C:22]([F:31])([F:30])[C:23]([F:28])([C:5]1[CH:6]=[CH:7][C:2]([NH2:1])=[CH:3][CH:4]=1)[C:24]([F:27])([F:26])[F:25]. The yield is 0.710. (5) The reactants are [F:1][C:2]1[C:3]2[CH:4]=[C:5]3[C:14]4[N:15]=[C:16]([C:19]5[C:20]([N:39]([CH3:44])[S:40]([CH3:43])(=[O:42])=[O:41])=[CH:21][C:22]6[O:26][C:25]([C:27]7[CH:32]=[CH:31][C:30]([F:33])=[CH:29][CH:28]=7)=[C:24]([C:34]([NH:36][CH3:37])=[O:35])[C:23]=6[CH:38]=5)[CH:17]=[CH:18][C:13]=4[O:12][CH:11]([CH2:45][OH:46])[N:6]3[C:7]=2[CH:8]=[CH:9][CH:10]=1.[C:47]([NH:54][C@H:55]([C:59](O)=[O:60])[CH:56]([CH3:58])[CH3:57])([O:49][C:50]([CH3:53])([CH3:52])[CH3:51])=[O:48].CCN=C=NCCCN(C)C.CCN(CC)CC. The catalyst is ClCCl.CN(C1C=CN=CC=1)C.O. The product is [C:50]([O:49][C:47]([NH:54][C@@H:55]([CH:56]([CH3:58])[CH3:57])[C:59]([O:46][CH2:45][CH:11]1[N:6]2[C:7]3[CH:8]=[CH:9][CH:10]=[C:2]([F:1])[C:3]=3[CH:4]=[C:5]2[C:14]2[N:15]=[C:16]([C:19]3[C:20]([N:39]([CH3:44])[S:40]([CH3:43])(=[O:42])=[O:41])=[CH:21][C:22]4[O:26][C:25]([C:27]5[CH:32]=[CH:31][C:30]([F:33])=[CH:29][CH:28]=5)=[C:24]([C:34](=[O:35])[NH:36][CH3:37])[C:23]=4[CH:38]=3)[CH:17]=[CH:18][C:13]=2[O:12]1)=[O:60])=[O:48])([CH3:53])([CH3:52])[CH3:51]. The yield is 0.760. (6) The reactants are C1(C)C=CC(S(Cl)(=O)=O)=CC=1.[CH2:12]([C:16]1[N:17]([CH2:30][CH2:31][CH2:32][NH:33][C:34](=[O:40])[O:35][C:36]([CH3:39])([CH3:38])[CH3:37])[C:18]2[C:27]3[CH:26]=[CH:25][CH:24]=[CH:23][C:22]=3[N+:21]([O-])=[CH:20][C:19]=2[N:29]=1)[CH2:13][CH2:14][CH3:15].[OH-].[NH4+:42]. The catalyst is C(Cl)Cl. The product is [NH2:42][C:20]1[C:19]2[N:29]=[C:16]([CH2:12][CH2:13][CH2:14][CH3:15])[N:17]([CH2:30][CH2:31][CH2:32][NH:33][C:34](=[O:40])[O:35][C:36]([CH3:39])([CH3:38])[CH3:37])[C:18]=2[C:27]2[CH:26]=[CH:25][CH:24]=[CH:23][C:22]=2[N:21]=1. The yield is 0.570. (7) The reactants are Br[C:2]1[C:10]([CH3:11])=[CH:9][C:5]2[O:6][CH2:7][CH2:8][C:4]=2[CH:3]=1.FC1(F)OC2C=C(C)C(C3N=C[C:25]([NH:28][C:29](=O)[C:30]4[CH:35]=[CH:34]C=CC=4F)=[N:26]C=3)=CC=2O1.[O-]P([O-])([O-])=O.[K+].[K+].[K+]. The catalyst is C(#N)C.O1CCOCC1.O. The product is [CH3:11][C:10]1[C:2]([C:30]2[CH:35]=[CH:34][C:25]([NH2:26])=[N:28][CH:29]=2)=[CH:3][C:4]2[CH2:8][CH2:7][O:6][C:5]=2[CH:9]=1. The yield is 0.630.